From a dataset of Full USPTO retrosynthesis dataset with 1.9M reactions from patents (1976-2016). Predict the reactants needed to synthesize the given product. (1) Given the product [CH3:29][O:30][C:31]1[CH:38]=[CH:37][C:34]([CH2:1][N:2]2[C:10]3[C:5](=[CH:6][C:7]([S:11]([N:14]4[CH2:18][CH2:17][CH2:16][C@H:15]4[CH2:19][O:20][C:21]4[CH:26]=[CH:25][CH:24]=[CH:23][CH:22]=4)(=[O:12])=[O:13])=[CH:8][CH:9]=3)[C:4](=[O:27])[C:3]2=[O:28])=[CH:33][CH:32]=1, predict the reactants needed to synthesize it. The reactants are: [CH3:1][N:2]1[C:10]2[C:5](=[CH:6][C:7]([S:11]([N:14]3[CH2:18][CH2:17][CH2:16][C@H:15]3[CH2:19][O:20][C:21]3[CH:26]=[CH:25][CH:24]=[CH:23][CH:22]=3)(=[O:13])=[O:12])=[CH:8][CH:9]=2)[C:4](=[O:27])[C:3]1=[O:28].[CH3:29][O:30][C:31]1[CH:38]=[CH:37][C:34](CCl)=[CH:33][CH:32]=1. (2) Given the product [N:29]1[CH:30]=[CH:31][CH:32]=[C:27]([N:23]2[C:24]3[C:20](=[CH:19][C:18]([O:17][C:14]4[N:13]=[CH:12][C:11]([N:7]5[C:6]6([C:4](=[O:5])[NH:84][C:52](=[O:55])[NH:51][C:33]6=[O:34])[CH2:10][CH2:9][CH2:8]5)=[CH:16][CH:15]=4)=[CH:26][CH:25]=3)[CH:21]=[N:22]2)[CH:28]=1, predict the reactants needed to synthesize it. The reactants are: C(O[C:4]([C:6]1([C:33](OCC)=[O:34])[CH2:10][CH2:9][CH2:8][N:7]1[C:11]1[CH:12]=[N:13][C:14]([O:17][C:18]2[CH:19]=[C:20]3[C:24](=[CH:25][CH:26]=2)[N:23]([C:27]2[CH:28]=[N:29][CH:30]=[CH:31][CH:32]=2)[N:22]=[CH:21]3)=[CH:15][CH:16]=1)=[O:5])C.C(OC(=O)C(NC1C=[N:51][C:52]([O:55]C2C=C3C(=CC=2)N(C2C=NC=CC=2)N=C3)=CC=1)C(OCC)=O)C.BrCCCBr.C(=O)([O-])[O-].[Cs+].[Cs+].C[N:84](C)C=O. (3) Given the product [C:7]([C:6]1[CH:12]=[C:13]([NH2:14])[O:1][N:4]=1)([CH3:10])([CH3:9])[CH3:8], predict the reactants needed to synthesize it. The reactants are: [OH-:1].[Na+].Cl.[NH2:4]O.[C:6]([CH2:12][C:13]#[N:14])(=O)[C:7]([CH3:10])([CH3:9])[CH3:8]. (4) Given the product [F:17][C:18]1[CH:19]=[CH:20][C:21]([O:51][CH2:2][CH2:3][CH2:4][N:5]2[CH2:9][CH2:8][CH2:7][C:6]2=[O:10])=[C:22](/[CH:24]=[CH:25]/[CH:26]([CH2:39][CH2:40][C:41]2[CH:46]=[CH:45][C:44]([C:47]([O:49][CH3:50])=[O:48])=[CH:43][CH:42]=2)[CH2:27][CH2:28][C:29]2[CH:38]=[CH:37][C:32]([C:33]([O:35][CH3:36])=[O:34])=[CH:31][CH:30]=2)[CH:23]=1, predict the reactants needed to synthesize it. The reactants are: Cl[CH2:2][CH2:3][CH2:4][N:5]1[CH2:9][CH2:8][CH2:7][C:6]1=[O:10].C(=O)([O-])[O-].[Cs+].[Cs+].[F:17][C:18]1[CH:19]=[CH:20][C:21]([OH:51])=[C:22](/[CH:24]=[CH:25]/[CH:26]([CH2:39][CH2:40][C:41]2[CH:46]=[CH:45][C:44]([C:47]([O:49][CH3:50])=[O:48])=[CH:43][CH:42]=2)[CH2:27][CH2:28][C:29]2[CH:38]=[CH:37][C:32]([C:33]([O:35][CH3:36])=[O:34])=[CH:31][CH:30]=2)[CH:23]=1. (5) Given the product [F:41][C:40]([F:42])([F:43])[CH2:39][NH:38][C:36]([NH:35][C:31]1[CH:32]=[C:33]([C:2]2[N:6]3[N:7]=[CH:8][C:9]([C:11]4[CH:12]=[C:13]([CH:18]=[CH:19][CH:20]=4)[C:14]([O:16][CH3:17])=[O:15])=[CH:10][C:5]3=[N:4][CH:3]=2)[CH:34]=[CH:29][CH:30]=1)=[O:37], predict the reactants needed to synthesize it. The reactants are: I[C:2]1[N:6]2[N:7]=[CH:8][C:9]([C:11]3[CH:12]=[C:13]([CH:18]=[CH:19][CH:20]=3)[C:14]([O:16][CH3:17])=[O:15])=[CH:10][C:5]2=[N:4][CH:3]=1.CC1(C)C(C)(C)OB([C:29]2[CH:30]=[C:31]([NH:35][C:36]([NH:38][CH2:39][C:40]([F:43])([F:42])[F:41])=[O:37])[CH:32]=[CH:33][CH:34]=2)O1.C(=O)([O-])[O-].[Na+].[Na+]. (6) Given the product [Cl:1][C:2]1[CH:7]=[CH:6][C:5]([N:8]2[CH2:9][CH2:10][N:11]([S:14](/[CH:17]=[CH:18]/[CH2:19][CH2:20][C:21]3[CH:22]=[N:23][CH:24]=[C:25]([Cl:27])[CH:26]=3)(=[O:15])=[O:16])[CH2:12][CH2:13]2)=[CH:4][CH:3]=1, predict the reactants needed to synthesize it. The reactants are: [Cl:1][C:2]1[CH:7]=[CH:6][C:5]([N:8]2[CH2:13][CH2:12][N:11]([S:14]([CH2:17][CH:18](O)[CH2:19][CH2:20][C:21]3[CH:22]=[N:23][CH:24]=[C:25]([Cl:27])[CH:26]=3)(=[O:16])=[O:15])[CH2:10][CH2:9]2)=[CH:4][CH:3]=1.Cl.CN(C)C.C(N(CC)CC)C.CS(Cl)(=O)=O. (7) Given the product [CH2:1]([N:3]1[CH2:8][CH2:7][N:6]([C:9]2[CH:14]=[CH:13][C:12]([Br:15])=[CH:11][CH:10]=2)[CH2:5][CH2:4]1)[CH3:2], predict the reactants needed to synthesize it. The reactants are: [CH2:1]([N:3]1[CH2:8][CH2:7][N:6]([C:9]2[CH:14]=[CH:13][CH:12]=[CH:11][CH:10]=2)[CH2:5][CH2:4]1)[CH3:2].[Br:15]Br.O.[OH-].[Na+].